From a dataset of Merck oncology drug combination screen with 23,052 pairs across 39 cell lines. Regression. Given two drug SMILES strings and cell line genomic features, predict the synergy score measuring deviation from expected non-interaction effect. Drug 1: C#Cc1cccc(Nc2ncnc3cc(OCCOC)c(OCCOC)cc23)c1. Drug 2: Cn1c(=O)n(-c2ccc(C(C)(C)C#N)cc2)c2c3cc(-c4cnc5ccccc5c4)ccc3ncc21. Cell line: HT144. Synergy scores: synergy=8.32.